Task: Predict the reactants needed to synthesize the given product.. Dataset: Full USPTO retrosynthesis dataset with 1.9M reactions from patents (1976-2016) (1) Given the product [C:1]([NH:4][CH:5]([CH2:6][C:7]1[CH:12]=[CH:11][C:10]([O:13][CH2:22][CH2:23][C:24]2[CH:29]=[CH:28][C:27]([CH2:30][CH3:31])=[CH:26][N:25]=2)=[CH:9][CH:8]=1)[C:14]([OH:16])=[O:15])(=[O:3])[CH3:2], predict the reactants needed to synthesize it. The reactants are: [C:1]([NH:4][C@H:5]([C:14]([OH:16])=[O:15])[CH2:6][C:7]1[CH:12]=[CH:11][C:10]([OH:13])=[CH:9][CH:8]=1)(=[O:3])[CH3:2].CS(O[CH2:22][CH2:23][C:24]1[CH:29]=[CH:28][C:27]([CH2:30][CH3:31])=[CH:26][N:25]=1)(=O)=O. (2) Given the product [OH:15][C:14]1[N:1]([C:3]2[CH:8]=[C:7]([C:9]#[N:10])[CH:6]=[CH:5][N:4]=2)[N:2]=[C:12]([CH2:18][O:19][C:20]2[CH:25]=[CH:24][CH:23]=[CH:22][CH:21]=2)[CH:13]=1, predict the reactants needed to synthesize it. The reactants are: [NH:1]([C:3]1[CH:8]=[C:7]([C:9]#[N:10])[CH:6]=[CH:5][N:4]=1)[NH2:2].O=[C:12]([CH2:18][O:19][C:20]1[CH:25]=[CH:24][CH:23]=[CH:22][CH:21]=1)[CH2:13][C:14](OC)=[O:15]. (3) The reactants are: [CH2:1]([O:3][C:4](=[O:15])[NH:5][C:6]1[C:7](Br)=[N:8][CH:9]=[CH:10][C:11]=1[O:12][CH3:13])[CH3:2].[Si:16]([C:20]#[CH:21])([CH3:19])([CH3:18])[CH3:17]. Given the product [CH2:1]([O:3][C:4](=[O:15])[NH:5][C:6]1[C:7]([C:21]#[C:20][Si:16]([CH3:19])([CH3:18])[CH3:17])=[N:8][CH:9]=[CH:10][C:11]=1[O:12][CH3:13])[CH3:2], predict the reactants needed to synthesize it. (4) Given the product [CH3:1][O:2][N:3]([CH3:27])[C:4]([C:6]1[C:11]([N:12]([S:13]([C:16]2[CH:21]=[CH:20][C:19]([Cl:22])=[C:18]([C:23]([F:26])([F:24])[F:25])[CH:17]=2)(=[O:15])=[O:14])[CH2:34][O:35][CH3:36])=[CH:10][CH:9]=[CH:8][N:7]=1)=[O:5], predict the reactants needed to synthesize it. The reactants are: [CH3:1][O:2][N:3]([CH3:27])[C:4]([C:6]1[C:11]([NH:12][S:13]([C:16]2[CH:21]=[CH:20][C:19]([Cl:22])=[C:18]([C:23]([F:26])([F:25])[F:24])[CH:17]=2)(=[O:15])=[O:14])=[CH:10][CH:9]=[CH:8][N:7]=1)=[O:5].C(=O)([O-])[O-].[K+].[K+].[CH3:34][O:35][CH2:36]Cl. (5) Given the product [O:16]([C@@:24]12[CH:32]([C:31]([O:35][CH2:36][CH3:37])=[O:34])[CH2:33][C@@H:30]1[CH2:29][CH2:28][CH2:27][CH2:26][CH2:25]2)[Si:17]([C:20]([CH3:23])([CH3:22])[CH3:21])([CH3:19])[CH3:18], predict the reactants needed to synthesize it. The reactants are: [N-](S(C(F)(F)F)(=O)=O)S(C(F)(F)F)(=O)=O.[O:16]([C:24]1[CH2:30][CH2:29][CH2:28][CH2:27][CH2:26][CH:25]=1)[Si:17]([C:20]([CH3:23])([CH3:22])[CH3:21])([CH3:19])[CH3:18].[C:31]([O:35][CH2:36][CH3:37])(=[O:34])[C:32]#[CH:33].C(=O)(O)[O-].